Dataset: Reaction yield outcomes from USPTO patents with 853,638 reactions. Task: Predict the reaction yield, written as a fraction of the theoretical maximum amount of product (1.0 means a 100% yield; for example, 0.34 means a 34% yield). (1) The reactants are [CH3:1][S:2]([C:5]1[CH:10]=[CH:9][C:8]([OH:11])=[CH:7][CH:6]=1)(=[O:4])=[O:3].[C:12](O)(C(F)(F)F)=[O:13]. No catalyst specified. The product is [OH:11][C:8]1[CH:9]=[CH:10][C:5]([S:2]([CH3:1])(=[O:3])=[O:4])=[CH:6][C:7]=1[CH:12]=[O:13]. The yield is 0.500. (2) The reactants are Cl.[NH2:2][OH:3].[OH-].[K+].C[O:7][C:8]([CH:10]([NH:13][C:14](=[O:20])[O:15][C:16]([CH3:19])([CH3:18])[CH3:17])[CH2:11][CH3:12])=O.O. The catalyst is CO.C(O)(=O)C. The product is [OH:3][NH:2][C:8]([CH:10]([NH:13][C:14](=[O:20])[O:15][C:16]([CH3:19])([CH3:18])[CH3:17])[CH2:11][CH3:12])=[O:7]. The yield is 0.900. (3) The reactants are [NH2:1][C:2]1[S:6][C:5]2[CH2:7][CH2:8][CH2:9][C:4]=2[C:3]=1[C:10]([C:12]1[O:13][CH:14]=[CH:15][CH:16]=1)=O.[F:17][C:18]([F:26])([F:25])[C:19](=[O:24])[CH2:20][C:21](=O)[CH3:22]. The catalyst is C(O)(=O)C.S(=O)(=O)(O)O. The product is [F:17][C:18]([F:26])([F:25])[C:19]([C:20]1[C:10]([C:12]2[O:13][CH:14]=[CH:15][CH:16]=2)=[C:3]2[C:4]3[CH2:9][CH2:8][CH2:7][C:5]=3[S:6][C:2]2=[N:1][C:21]=1[CH3:22])=[O:24]. The yield is 0.250. (4) The reactants are [Cl:1][C:2]1[C:10]2[C:5](=[CH:6][CH:7]=[C:8]([CH2:11]O)[CH:9]=2)[N:4]([C:13]([O:15][C:16]([CH3:19])([CH3:18])[CH3:17])=[O:14])[CH:3]=1.CCN(CC)CC.CS([Cl:31])(=O)=O. The catalyst is C(Cl)Cl. The product is [Cl:1][C:2]1[C:10]2[C:5](=[CH:6][CH:7]=[C:8]([CH2:11][Cl:31])[CH:9]=2)[N:4]([C:13]([O:15][C:16]([CH3:19])([CH3:18])[CH3:17])=[O:14])[CH:3]=1. The yield is 0.730. (5) The reactants are [CH2:1]=[CH:2][CH2:3][CH2:4][CH2:5][CH3:6].[Cl:7][SiH:8]([Cl:10])[Cl:9]. The catalyst is [Cl-].C([P+](CC)(CC)CC)C. The product is [Cl:7][Si:8]([Cl:10])([Cl:9])[CH2:1][CH:2]([Si:8]([Cl:10])([Cl:9])[Cl:7])[CH2:3][CH2:4][CH2:5][CH3:6].[CH2:1]([Si:8]([Cl:10])([Cl:9])[Cl:7])[CH2:2][CH2:3][CH2:4][CH2:5][CH3:6]. The yield is 0.600. (6) The reactants are C(O)=O.[NH2:4][CH2:5][C@@H:6]([C:15]1[CH:24]=[CH:23][C:22]([OH:25])=[C:21]2[C:16]=1[CH:17]=[CH:18][C:19](=[O:26])[NH:20]2)[O:7][Si](C(C)(C)C)(C)C.[ClH:27]. The catalyst is CO. The product is [ClH:27].[NH2:4][CH2:5][C@@H:6]([C:15]1[CH:24]=[CH:23][C:22]([OH:25])=[C:21]2[C:16]=1[CH:17]=[CH:18][C:19](=[O:26])[NH:20]2)[OH:7]. The yield is 0.990. (7) The reactants are [CH2:1]([O:8][C:9](=[O:26])[NH:10][CH2:11][CH2:12][CH2:13][CH2:14][C:15]1[CH:20]=[CH:19][C:18]([O:21][CH2:22][CH:23]2[CH2:25][O:24]2)=[CH:17][CH:16]=1)[C:2]1[CH:7]=[CH:6][CH:5]=[CH:4][CH:3]=1.[NH3:27]. The catalyst is C(O)C. The product is [CH2:1]([O:8][C:9](=[O:26])[NH:10][CH2:11][CH2:12][CH2:13][CH2:14][C:15]1[CH:20]=[CH:19][C:18]([O:21][CH2:22][CH:23]([OH:24])[CH2:25][NH2:27])=[CH:17][CH:16]=1)[C:2]1[CH:7]=[CH:6][CH:5]=[CH:4][CH:3]=1. The yield is 0.870.